The task is: Predict which catalyst facilitates the given reaction.. This data is from Catalyst prediction with 721,799 reactions and 888 catalyst types from USPTO. The catalyst class is: 2. Reactant: [CH3:1][O:2][C:3]1[N:8]=[CH:7][C:6]([C:9]2[CH:10]=[C:11]3[C:16](=[CH:17][CH:18]=2)[N:15]=[CH:14][N:13]=[C:12]3[C:19]2[CH:20]=[C:21]([CH:25]=[CH:26][CH:27]=2)[C:22](O)=[O:23])=[CH:5][CH:4]=1.CN(C(ON1N=NC2C=CC=CC1=2)=[N+](C)C)C.F[P-](F)(F)(F)(F)F.CCN(C(C)C)C(C)C.[CH2:61]([N:63]1[CH2:68][CH2:67][NH:66][CH2:65][CH2:64]1)[CH3:62]. Product: [CH2:61]([N:63]1[CH2:68][CH2:67][N:66]([C:22]([C:21]2[CH:25]=[CH:26][CH:27]=[C:19]([C:12]3[C:11]4[C:16](=[CH:17][CH:18]=[C:9]([C:6]5[CH:7]=[N:8][C:3]([O:2][CH3:1])=[CH:4][CH:5]=5)[CH:10]=4)[N:15]=[CH:14][N:13]=3)[CH:20]=2)=[O:23])[CH2:65][CH2:64]1)[CH3:62].